The task is: Regression. Given two drug SMILES strings and cell line genomic features, predict the synergy score measuring deviation from expected non-interaction effect.. This data is from NCI-60 drug combinations with 297,098 pairs across 59 cell lines. Drug 1: CC1=C(C(=CC=C1)Cl)NC(=O)C2=CN=C(S2)NC3=CC(=NC(=N3)C)N4CCN(CC4)CCO. Drug 2: CCC1(CC2CC(C3=C(CCN(C2)C1)C4=CC=CC=C4N3)(C5=C(C=C6C(=C5)C78CCN9C7C(C=CC9)(C(C(C8N6C)(C(=O)OC)O)OC(=O)C)CC)OC)C(=O)OC)O.OS(=O)(=O)O. Cell line: OVCAR3. Synergy scores: CSS=2.61, Synergy_ZIP=-0.815, Synergy_Bliss=3.87, Synergy_Loewe=-0.764, Synergy_HSA=1.90.